Dataset: Reaction yield outcomes from USPTO patents with 853,638 reactions. Task: Predict the reaction yield, written as a fraction of the theoretical maximum amount of product (1.0 means a 100% yield; for example, 0.34 means a 34% yield). (1) The reactants are [CH2:1]([O:4][C:5]1[CH:10]=[CH:9][C:8]([C:11]2[CH:15]=[C:14]([CH2:16][C:17]([OH:19])=[O:18])[O:13][N:12]=2)=[C:7]([C:20]([F:23])([F:22])[F:21])[CH:6]=1)[CH2:2][CH3:3].[CH3:24][CH2:25]O.CCN=C=NCCCN(C)C. The catalyst is C(Cl)Cl.CN(C1C=CN=CC=1)C. The product is [CH2:1]([O:4][C:5]1[CH:10]=[CH:9][C:8]([C:11]2[CH:15]=[C:14]([CH2:16][C:17]([O:19][CH2:24][CH3:25])=[O:18])[O:13][N:12]=2)=[C:7]([C:20]([F:22])([F:23])[F:21])[CH:6]=1)[CH2:2][CH3:3]. The yield is 0.940. (2) The reactants are Br[C@@H:2]1[C@@H:7]([OH:8])[C:6]([CH3:10])([CH3:9])[CH2:5][CH2:4][C@H:3]1[N:11]1[C:19](=[O:20])[C:18]2[C:13](=[CH:14][CH:15]=[CH:16][CH:17]=2)[C:12]1=[O:21].Br[C@H]1[C@H](O)C(C)(C)CC[C@@H]1N1C(=O)C2C(=CC=CC=2)C1=O.Br[C@@H]1C(C)(C)CC[C@@H](N2C(=O)C3C(=CC=CC=3)C2=O)[C@H]1O.Br[C@H]1C(C)(C)CC[C@H](N2C(=O)C3C(=CC=CC=3)C2=O)[C@@H]1O.C([SnH](CCCC)CCCC)CCC.N(C(C)(C)C#N)=NC(C)(C)C#N.O[C@H]1C(C)(C)CC[C@@H](N2C(=O)C3C(=CC=CC=3)C2=O)C1. The catalyst is C1(C)C=CC=CC=1.CO. The product is [OH:8][C@@H:7]1[C:6]([CH3:10])([CH3:9])[CH2:5][CH2:4][C@H:3]([N:11]2[C:12](=[O:21])[C:13]3[C:18](=[CH:17][CH:16]=[CH:15][CH:14]=3)[C:19]2=[O:20])[CH2:2]1. The yield is 0.203. (3) The reactants are [S:1]1[C:5]([C:6]2[C:14]3[C:9](=[CH:10][CH:11]=[C:12]([C:15](N)=[O:16])[CH:13]=3)[N:8](C3CCCCO3)[N:7]=2)=[CH:4][C:3]2[CH:24]=[CH:25][CH:26]=[CH:27][C:2]1=2.Cl.[OH-:29].[Na+].[CH3:31]O. No catalyst specified. The product is [S:1]1[C:5]([C:6]2[C:14]3[C:9](=[CH:10][CH:11]=[C:12]([C:15]([O:29][CH3:31])=[O:16])[CH:13]=3)[NH:8][N:7]=2)=[CH:4][C:3]2[CH:24]=[CH:25][CH:26]=[CH:27][C:2]1=2. The yield is 0.260. (4) The reactants are C([O:8][C:9]1[CH:25]=[C:12]2[C:13](=[O:24])[N:14]([C:17]3[CH:22]=[CH:21][C:20]([F:23])=[CH:19][CH:18]=3)[CH2:15][CH2:16][N:11]2[N:10]=1)C1C=CC=CC=1. The catalyst is CCOC(C)=O.CN(C=O)C.[OH-].[OH-].[Pd+2]. The product is [F:23][C:20]1[CH:19]=[CH:18][C:17]([N:14]2[CH2:15][CH2:16][N:11]3[N:10]=[C:9]([OH:8])[CH:25]=[C:12]3[C:13]2=[O:24])=[CH:22][CH:21]=1. The yield is 0.880. (5) The reactants are Br[CH2:2][C:3]1[CH:4]=[CH:5][C:6]2[O:11][CH2:10][CH2:9][N:8]([S:12]([CH3:15])(=[O:14])=[O:13])[C:7]=2[CH:16]=1.[N:17]1([C:23]([O:25][C:26]([CH3:29])([CH3:28])[CH3:27])=[O:24])[CH2:22][CH2:21][NH:20][CH2:19][CH2:18]1.C(N(CC)C(C)C)(C)C. The catalyst is CC(O)C. The product is [CH3:15][S:12]([N:8]1[C:7]2[CH:16]=[C:3]([CH2:2][N:20]3[CH2:19][CH2:18][N:17]([C:23]([O:25][C:26]([CH3:29])([CH3:28])[CH3:27])=[O:24])[CH2:22][CH2:21]3)[CH:4]=[CH:5][C:6]=2[O:11][CH2:10][CH2:9]1)(=[O:14])=[O:13]. The yield is 0.710. (6) The reactants are [Br:1][C:2]1[N:3]=[CH:4][C:5](N)=[N:6][C:7]=1[Cl:8].N([O-])=[O:11].[Na+]. The catalyst is S(=O)(=O)(O)O. The product is [Br:1][C:2]1[N:3]=[CH:4][C:5]([OH:11])=[N:6][C:7]=1[Cl:8]. The yield is 0.750. (7) The reactants are [OH2:1].O.P([O-])(O)(O)=O.[Na+].CC(=CC)C.Cl([O-])=O.[Na+].[F:18][C:19]([F:28])([F:27])[C:20]1[N:21]=[C:22]([CH:25]=[O:26])[NH:23][CH:24]=1. The catalyst is C(O)(C)(C)C. The product is [F:28][C:19]([F:18])([F:27])[C:20]1[N:21]=[C:22]([C:25]([OH:1])=[O:26])[NH:23][CH:24]=1. The yield is 0.980.